Dataset: Full USPTO retrosynthesis dataset with 1.9M reactions from patents (1976-2016). Task: Predict the reactants needed to synthesize the given product. (1) The reactants are: Cl[C:2]1[CH:7]=[C:6]([N+:8]([O-:10])=[O:9])[CH:5]=[CH:4][N:3]=1.[NH:11]1[CH2:16][CH2:15][O:14][CH2:13][CH2:12]1. Given the product [N+:8]([C:6]1[CH:5]=[CH:4][N:3]=[C:2]([N:11]2[CH2:16][CH2:15][O:14][CH2:13][CH2:12]2)[CH:7]=1)([O-:10])=[O:9], predict the reactants needed to synthesize it. (2) Given the product [NH2:7][S:8]([C:11]1[S:15][C:14]([CH:16]([CH3:17])[C:22]([NH:24][C:25]2[CH:30]=[CH:29][C:28]([C:31]3[CH:36]=[CH:35][CH:34]=[CH:33][CH:32]=3)=[CH:27][CH:26]=2)=[O:23])=[N:13][C:12]=1[CH3:37])(=[O:9])=[O:10], predict the reactants needed to synthesize it. The reactants are: [H-].[Al+3].[Li+].[H-].[H-].[H-].[NH2:7][S:8]([C:11]1[S:15][C:14](=[C:16]([C:22]([NH:24][C:25]2[CH:30]=[CH:29][C:28]([C:31]3[CH:36]=[CH:35][CH:34]=[CH:33][CH:32]=3)=[CH:27][CH:26]=2)=[O:23])[C:17](OCC)=O)[NH:13][C:12]=1[CH3:37])(=[O:10])=[O:9]. (3) Given the product [F:19][C:13]1[CH:12]=[CH:11][C:10]2[N:15]([C:16](=[O:18])[CH:17]=[C:8]([C:5]3[CH:6]=[CH:7][C:2]4[N:1]=[C:28]([CH3:30])[O:20][C:3]=4[CH:4]=3)[CH:9]=2)[CH:14]=1, predict the reactants needed to synthesize it. The reactants are: [NH2:1][C:2]1[CH:7]=[CH:6][C:5]([C:8]2[CH:9]=[C:10]3[N:15]([C:16](=[O:18])[CH:17]=2)[CH:14]=[C:13]([F:19])[CH:12]=[CH:11]3)=[CH:4][C:3]=1[OH:20].C(OC)(OC)OC.[C:28](O)([C:30](F)(F)F)=O. (4) Given the product [C:25]([O:29][C:30]([N:32]1[CH2:33][CH2:34][CH2:35][C:36]1=[O:37])=[O:31])([CH3:28])([CH3:26])[CH3:27], predict the reactants needed to synthesize it. The reactants are: F[P-](F)(F)(F)(F)F.N1(C=[N+]2CCCC2)CCCC1.CC(C)([O-])C.[K+].[C:25]([O:29][C:30]([N:32]1[C:36](=[O:37])[CH2:35][CH2:34][C@H:33]1CC1C=CC(C2C=CC=CC=2)=CC=1)=[O:31])([CH3:28])([CH3:27])[CH3:26].C(OC(C)C)(=O)C.